Dataset: Forward reaction prediction with 1.9M reactions from USPTO patents (1976-2016). Task: Predict the product of the given reaction. Given the reactants [OH-].[K+].C([O:5][C:6](=[O:36])[C:7]([CH3:35])([C:29]1[CH:34]=[CH:33][CH:32]=[CH:31][CH:30]=1)[CH2:8][CH2:9][CH2:10][C:11](=[O:28])[CH2:12][CH2:13][CH2:14][C:15]([CH3:27])([C:21]1[CH:26]=[CH:25][CH:24]=[CH:23][CH:22]=1)[C:16]([O:18]CC)=[O:17])C, predict the reaction product. The product is: [CH3:27][C:15]([C:21]1[CH:22]=[CH:23][CH:24]=[CH:25][CH:26]=1)([CH2:14][CH2:13][CH2:12][C:11](=[O:28])[CH2:10][CH2:9][CH2:8][C:7]([CH3:35])([C:29]1[CH:30]=[CH:31][CH:32]=[CH:33][CH:34]=1)[C:6]([OH:36])=[O:5])[C:16]([OH:18])=[O:17].